This data is from Full USPTO retrosynthesis dataset with 1.9M reactions from patents (1976-2016). The task is: Predict the reactants needed to synthesize the given product. (1) Given the product [CH:20]1([CH2:19][CH2:18][CH2:17][C@@H:8]([C:6]2[O:5][N:4]=[C:3]([CH2:2][NH:1][S:28]([CH2:26][CH3:27])(=[O:30])=[O:29])[N:7]=2)[CH2:9][C:10]([O:12][C:13]([CH3:15])([CH3:16])[CH3:14])=[O:11])[CH2:21][CH2:22][CH2:23][CH2:24][CH2:25]1, predict the reactants needed to synthesize it. The reactants are: [NH2:1][CH2:2][C:3]1[N:7]=[C:6]([C@H:8]([CH2:17][CH2:18][CH2:19][CH:20]2[CH2:25][CH2:24][CH2:23][CH2:22][CH2:21]2)[CH2:9][C:10]([O:12][C:13]([CH3:16])([CH3:15])[CH3:14])=[O:11])[O:5][N:4]=1.[CH2:26]([S:28](Cl)(=[O:30])=[O:29])[CH3:27]. (2) Given the product [CH3:1][O:2][C:3](=[O:25])[CH2:4][C@H:5]1[C:9]2[CH:10]=[CH:11][C:12]([O:14][C@H:15]3[C:23]4[C:18](=[C:19]([C:30]5[C:29]([CH3:42])=[N:28][N:27]([CH3:26])[C:31]=5[CH3:32])[CH:20]=[CH:21][CH:22]=4)[CH2:17][CH2:16]3)=[CH:13][C:8]=2[O:7][CH2:6]1, predict the reactants needed to synthesize it. The reactants are: [CH3:1][O:2][C:3](=[O:25])[CH2:4][C@H:5]1[C:9]2[CH:10]=[CH:11][C:12]([O:14][C@H:15]3[C:23]4[C:18](=[C:19](Br)[CH:20]=[CH:21][CH:22]=4)[CH2:17][CH2:16]3)=[CH:13][C:8]=2[O:7][CH2:6]1.[CH3:26][N:27]1[C:31]([CH3:32])=[C:30](B2OC(C)(C)C(C)(C)O2)[C:29]([CH3:42])=[N:28]1. (3) Given the product [CH:15]1[C:16]2[C:21](=[CH:20][CH:19]=[CH:18][CH:17]=2)[CH:22]=[CH:23][C:14]=1[S:11]([N:8]1[CH2:7][CH2:6][N:5]([C:3]([O:31][CH2:30][C:26]2[CH:25]=[N:24][CH:29]=[CH:28][CH:27]=2)=[O:4])[CH2:10][CH2:9]1)(=[O:13])=[O:12], predict the reactants needed to synthesize it. The reactants are: ClC[C:3]([N:5]1[CH2:10][CH2:9][N:8]([S:11]([C:14]2[CH:23]=[CH:22][C:21]3[C:16](=[CH:17][CH:18]=[CH:19][CH:20]=3)[CH:15]=2)(=[O:13])=[O:12])[CH2:7][CH2:6]1)=[O:4].[N:24]1[CH:29]=[CH:28][CH:27]=[C:26]([CH2:30][OH:31])[CH:25]=1.ClC(Cl)(OC(=O)OC(Cl)(Cl)Cl)Cl. (4) Given the product [NH2:1][C:2]1[CH:3]=[C:4]([C:9]([N:11]2[CH2:16][CH2:15][C@H:14]([C:17]3[CH:22]=[CH:21][C:20]([C:36]4[N:32]([CH3:31])[N:33]=[CH:34][CH:35]=4)=[CH:19][CH:18]=3)[C@@H:13]([CH3:24])[CH2:12]2)=[O:10])[CH:5]=[CH:6][C:7]=1[CH3:8], predict the reactants needed to synthesize it. The reactants are: [NH2:1][C:2]1[CH:3]=[C:4]([C:9]([N:11]2[CH2:16][CH2:15][C@H:14]([C:17]3[CH:22]=[CH:21][C:20](Br)=[CH:19][CH:18]=3)[C@@H:13]([CH3:24])[CH2:12]2)=[O:10])[CH:5]=[CH:6][C:7]=1[CH3:8].C([O-])([O-])=O.[Na+].[Na+].[CH3:31][N:32]1[C:36](B2OC(C)(C)C(C)(C)O2)=[CH:35][CH:34]=[N:33]1.O. (5) Given the product [CH3:8][C:9]1[CH:14]=[C:13]([C:15]2[NH:19][CH:18]=[N:17][N:16]=2)[CH:12]=[CH:11][C:10]=1[C:26]1[N:31]=[C:30]2[NH:32][C:33]3([CH2:37][CH2:38]3)[C:34](=[O:36])[NH:35][C:29]2=[N:28][CH:27]=1, predict the reactants needed to synthesize it. The reactants are: FC(F)(F)C(O)=O.[CH3:8][C:9]1[CH:14]=[C:13]([C:15]2[N:19](C3CCCCO3)[CH:18]=[N:17][N:16]=2)[CH:12]=[CH:11][C:10]=1[C:26]1[N:31]=[C:30]2[NH:32][C:33]3([CH2:38][CH2:37]3)[C:34](=[O:36])[NH:35][C:29]2=[N:28][CH:27]=1.CC1C=C(C2N(C3CCCCO3)C=NN=2)C=CC=1B1OC(C)(C)C(C)(C)O1.BrC1N=C2NC3(CC3)C(=O)NC2=NC=1.ClCCl.C(=O)([O-])[O-].[Na+].[Na+]. (6) Given the product [ClH:28].[Cl:28][C:6]1[C:5]2[C:10](=[CH:11][C:12]([O:13][CH2:14][CH2:15][N:16]([CH3:24])[C:17]3[CH:22]=[C:21]([CH3:23])[N:20]=[CH:19][N:18]=3)=[C:3]([O:2][CH3:1])[CH:4]=2)[N:9]=[CH:8][N:7]=1, predict the reactants needed to synthesize it. The reactants are: [CH3:1][O:2][C:3]1[CH:4]=[C:5]2[C:10](=[CH:11][C:12]=1[O:13][CH2:14][CH2:15][N:16]([CH3:24])[C:17]1[CH:22]=[C:21]([CH3:23])[N:20]=[CH:19][N:18]=1)[N:9]=[CH:8][NH:7][C:6]2=O.S(Cl)([Cl:28])=O. (7) Given the product [F:1][C:2]1[CH:7]=[CH:6][C:5]([N:8]2[C:11](=[O:12])[C@H:10]([S:13][CH2:14][CH:15]([C:17]3[CH:22]=[CH:21][C:20]([F:23])=[CH:19][CH:18]=3)[OH:16])[C@H:9]2[C:24]2[CH:41]=[CH:40][C:27]([O:28][CH2:29][C:30]([NH:32][C@@H:33]([C:37]([NH:43][CH2:44][CH2:45][OH:46])=[O:38])[CH:34]([CH3:35])[CH3:36])=[O:31])=[CH:26][CH:25]=2)=[CH:4][CH:3]=1, predict the reactants needed to synthesize it. The reactants are: [F:1][C:2]1[CH:7]=[CH:6][C:5]([N:8]2[C:11](=[O:12])[C@H:10]([S:13][CH2:14][C:15]([C:17]3[CH:22]=[CH:21][C:20]([F:23])=[CH:19][CH:18]=3)=[O:16])[C@H:9]2[C:24]2[CH:41]=[CH:40][C:27]([O:28][CH2:29][C:30]([NH:32][C@@H:33]([C:37](O)=[O:38])[CH:34]([CH3:36])[CH3:35])=[O:31])=[CH:26][CH:25]=2)=[CH:4][CH:3]=1.C[N:43]1CC[O:46][CH2:45][CH2:44]1.CN(C(ON1N=NC2C=CC=CC1=2)=[N+](C)C)C.[B-](F)(F)(F)F.NC(O)C.[BH4-].[Na+].C([O-])(=O)C.[NH4+]. (8) Given the product [Cl:1][C:2]1[CH:3]=[C:4]2[C:8](=[CH:9][CH:10]=1)[NH:7][C:6](=[O:11])[CH:5]2[C:12]1[CH:17]=[CH:16][C:15]([O:18][CH3:19])=[CH:14][CH:13]=1, predict the reactants needed to synthesize it. The reactants are: [Cl:1][C:2]1[CH:3]=[C:4]2[C:8](=[CH:9][CH:10]=1)[NH:7][C:6](=[O:11])[C:5]2(O)[C:12]1[CH:17]=[CH:16][C:15]([O:18][CH3:19])=[CH:14][CH:13]=1.C([SiH](CC)CC)C.FC(F)(F)C(O)=O. (9) Given the product [ClH:16].[Cl:16][C:13]1[CH:14]=[CH:15][C:10]([C@@H:9]2[O:8][CH2:7][CH2:6][NH:5][CH2:4][C@H:3]2[CH2:2][NH:1][C:36](=[O:37])[CH2:35][NH:34][S:31]([C:25]2[CH:26]=[CH:27][CH:28]=[CH:29][CH:30]=2)(=[O:33])=[O:32])=[CH:11][C:12]=1[F:17], predict the reactants needed to synthesize it. The reactants are: [NH2:1][CH2:2][C@H:3]1[C@H:9]([C:10]2[CH:15]=[CH:14][C:13]([Cl:16])=[C:12]([F:17])[CH:11]=2)[O:8][CH2:7][CH2:6][N:5](C(OC(C)(C)C)=O)[CH2:4]1.[C:25]1([S:31]([NH:34][CH2:35][C:36](O)=[O:37])(=[O:33])=[O:32])[CH:30]=[CH:29][CH:28]=[CH:27][CH:26]=1.